This data is from Full USPTO retrosynthesis dataset with 1.9M reactions from patents (1976-2016). The task is: Predict the reactants needed to synthesize the given product. (1) Given the product [CH3:1][C:2]1[CH:23]=[CH:22][CH:21]=[CH:20][C:3]=1[CH2:4][NH:5][C:6]([N:8]1[C:16](=[O:17])[C:15]2[C:10](=[N:11][C:12]([Cl:19])=[CH:13][C:14]=2[CH3:18])[N:9]1[CH3:24])=[O:7], predict the reactants needed to synthesize it. The reactants are: [CH3:1][C:2]1[CH:23]=[CH:22][CH:21]=[CH:20][C:3]=1[CH2:4][NH:5][C:6]([N:8]1[C:16](=[O:17])[C:15]2[C:10](=[N:11][C:12]([Cl:19])=[CH:13][C:14]=2[CH3:18])[NH:9]1)=[O:7].[CH3:24]C(C)([O-])C.[K+].IC.C(N(CC)CC)C. (2) Given the product [Cl:1][C:2]1[C:7]([C:8]2[O:9][C:10]3[CH:16]=[C:15]([C:17]4[CH:18]([CH3:24])[CH2:19][C:20](=[O:23])[NH:21][N:22]=4)[CH:14]=[CH:13][C:11]=3[N:12]=2)=[CH:6][CH:5]=[C:4]([N:26]2[CH2:31][CH2:30][O:29][CH2:28][CH2:27]2)[N:3]=1, predict the reactants needed to synthesize it. The reactants are: [Cl:1][C:2]1[C:7]([C:8]2[O:9][C:10]3[CH:16]=[C:15]([C:17]4[CH:18]([CH3:24])[CH2:19][C:20](=[O:23])[NH:21][N:22]=4)[CH:14]=[CH:13][C:11]=3[N:12]=2)=[CH:6][CH:5]=[C:4](Cl)[N:3]=1.[NH:26]1[CH2:31][CH2:30][O:29][CH2:28][CH2:27]1.C(O)C.